From a dataset of Reaction yield outcomes from USPTO patents with 853,638 reactions. Predict the reaction yield, written as a fraction of the theoretical maximum amount of product (1.0 means a 100% yield; for example, 0.34 means a 34% yield). (1) The reactants are [CH2:1]([N:5]1[C:14]2[CH2:13][CH2:12][CH2:11][CH2:10][C:9]=2[CH:8]=[C:7]([C:15]([OH:17])=O)[C:6]1=[O:18])[CH2:2][CH2:3][CH3:4].S(Cl)(Cl)=O.[CH2:23]([NH2:31])[CH2:24][C:25]1[CH:30]=[CH:29][CH:28]=[CH:27][CH:26]=1.Cl. The catalyst is C1(C)C=CC=CC=1.CN(C=O)C. The product is [CH2:23]([NH:31][C:15]([C:7]1[C:6](=[O:18])[N:5]([CH2:1][CH2:2][CH2:3][CH3:4])[C:14]2[CH2:13][CH2:12][CH2:11][CH2:10][C:9]=2[CH:8]=1)=[O:17])[CH2:24][C:25]1[CH:30]=[CH:29][CH:28]=[CH:27][CH:26]=1. The yield is 0.740. (2) The reactants are Br[CH2:2][CH2:3][CH2:4][CH2:5][C:6]([N:8]1[CH2:12][CH:11]([N:13]([CH2:15][C:16]2[CH:21]=[CH:20][C:19]([C:22]([F:25])([F:24])[F:23])=[C:18]([F:26])[CH:17]=2)[CH3:14])[CH:10]([C:27]2[CH:32]=[CH:31][C:30]([Cl:33])=[C:29]([Cl:34])[CH:28]=2)[CH2:9]1)=[O:7].[C-:35]#[N:36].[K+]. The catalyst is CN(C=O)C. The product is [Cl:34][C:29]1[CH:28]=[C:27]([CH:10]2[CH:11]([N:13]([CH2:15][C:16]3[CH:21]=[CH:20][C:19]([C:22]([F:25])([F:24])[F:23])=[C:18]([F:26])[CH:17]=3)[CH3:14])[CH2:12][N:8]([C:6](=[O:7])[CH2:5][CH2:4][CH2:3][CH2:2][C:35]#[N:36])[CH2:9]2)[CH:32]=[CH:31][C:30]=1[Cl:33]. The yield is 0.0900. (3) The reactants are [Br-].[Br:2][CH2:3][P+](C1C=CC=CC=1)(C1C=CC=CC=1)C1C=CC=CC=1.CC(C)([O-])C.[K+].[Cl:29][C:30]1[CH:37]=[CH:36][CH:35]=[C:34]([Cl:38])[C:31]=1[CH:32]=O. The catalyst is C1COCC1. The product is [Br:2]/[CH:3]=[CH:32]/[C:31]1[C:30]([Cl:29])=[CH:37][CH:36]=[CH:35][C:34]=1[Cl:38]. The yield is 0.620. (4) The reactants are CC([N:5]([CH:9]1[CH2:14][CH2:13][N:12]([CH2:15][CH:16]2[C:26]3=[C:27]4[C:22](=[CH:23][CH:24]=[CH:25]3)[CH:21]=[CH:20][C:19](=[O:28])[N:18]4[CH2:17]2)[CH2:11][CH2:10]1)C(=O)[O-])(C)C.[ClH:29]. The catalyst is C(Cl)(Cl)Cl.CO.O1CCOCC1. The product is [ClH:29].[ClH:29].[NH2:5][CH:9]1[CH2:14][CH2:13][N:12]([CH2:15][CH:16]2[C:26]3=[C:27]4[C:22](=[CH:23][CH:24]=[CH:25]3)[CH:21]=[CH:20][C:19](=[O:28])[N:18]4[CH2:17]2)[CH2:11][CH2:10]1. The yield is 1.10. (5) The reactants are [F:1][C:2]1[CH:3]=[C:4]([CH:8]([NH:14][C:15]2[CH:20]=[CH:19][CH:18]=[C:17]([F:21])[CH:16]=2)[C:9]([O:11]CC)=[O:10])[CH:5]=[CH:6][CH:7]=1.[Li+].[OH-].Cl. The catalyst is C1COCC1.O. The product is [F:1][C:2]1[CH:3]=[C:4]([CH:8]([NH:14][C:15]2[CH:20]=[CH:19][CH:18]=[C:17]([F:21])[CH:16]=2)[C:9]([OH:11])=[O:10])[CH:5]=[CH:6][CH:7]=1. The yield is 0.990. (6) The reactants are [Cl:1][C:2]1[N:7]=[C:6](Cl)[C:5]([N+:9]([O-:11])=[O:10])=[CH:4][N:3]=1.[CH:12]1([NH2:17])[CH2:16][CH2:15][CH2:14][CH2:13]1.C(N(CC)C(C)C)(C)C. The catalyst is C1COCC1. The product is [Cl:1][C:2]1[N:7]=[C:6]([NH:17][CH:12]2[CH2:16][CH2:15][CH2:14][CH2:13]2)[C:5]([N+:9]([O-:11])=[O:10])=[CH:4][N:3]=1. The yield is 0.840. (7) The reactants are [N:1]1[S:2][N:3]=[C:4]2[C:9]([CH2:10][N:11]([C@@H:45]([CH3:53])[CH:46]([O:50][CH2:51][CH3:52])[O:47][CH2:48][CH3:49])[C:12](=[O:44])[C@@H:13]([NH:26]C(=O)OCC3C4C=CC=CC=4C4C3=CC=CC=4)[CH2:14][C:15]3[CH:20]=[CH:19][C:18]([O:21][C:22]([CH3:25])([CH3:24])[CH3:23])=[CH:17][CH:16]=3)=[CH:8][CH:7]=[CH:6][C:5]=12.N1CCCCC1. No catalyst specified. The product is [NH2:26][C@@H:13]([CH2:14][C:15]1[CH:20]=[CH:19][C:18]([O:21][C:22]([CH3:25])([CH3:24])[CH3:23])=[CH:17][CH:16]=1)[C:12]([N:11]([CH2:10][C:9]1[C:4]2[C:5](=[N:1][S:2][N:3]=2)[CH:6]=[CH:7][CH:8]=1)[C@@H:45]([CH3:53])[CH:46]([O:50][CH2:51][CH3:52])[O:47][CH2:48][CH3:49])=[O:44]. The yield is 1.39.